Dataset: Catalyst prediction with 721,799 reactions and 888 catalyst types from USPTO. Task: Predict which catalyst facilitates the given reaction. (1) Reactant: [N:1]([C:4]1[CH:5]=[C:6]([C:12]([F:15])([F:14])[F:13])[C:7]([C:10]#[N:11])=[N:8][CH:9]=1)=[C:2]=[S:3].[C:16]([C:18]1([NH:22][C:23]2[CH:32]=[CH:31][C:26]([C:27]([NH:29][CH3:30])=[O:28])=[C:25]([F:33])[CH:24]=2)[CH2:21][CH2:20][CH2:19]1)#N.C[OH:35].Cl. Product: [C:10]([C:7]1[N:8]=[CH:9][C:4]([N:1]2[C:16](=[O:35])[C:18]3([CH2:21][CH2:20][CH2:19]3)[N:22]([C:23]3[CH:32]=[CH:31][C:26]([C:27]([NH:29][CH3:30])=[O:28])=[C:25]([F:33])[CH:24]=3)[C:2]2=[S:3])=[CH:5][C:6]=1[C:12]([F:15])([F:13])[F:14])#[N:11]. The catalyst class is: 3. (2) Reactant: [CH3:1][O:2][C:3]1[CH:8]=[CH:7][C:6]([N+:9]([O-:11])=[O:10])=[CH:5][C:4]=1[OH:12].[CH2:13](Br)[C:14]1[CH:19]=[CH:18][CH:17]=[CH:16][CH:15]=1.C(=O)([O-])[O-].[Cs+].[Cs+]. Product: [CH2:13]([O:12][C:4]1[CH:5]=[C:6]([N+:9]([O-:11])=[O:10])[CH:7]=[CH:8][C:3]=1[O:2][CH3:1])[C:14]1[CH:19]=[CH:18][CH:17]=[CH:16][CH:15]=1. The catalyst class is: 9. (3) Reactant: Cl.[NH2:2][CH2:3][C:4](=[O:19])[C:5]([C:8]1[CH:13]=[CH:12][C:11]([S:14]([NH2:17])(=[O:16])=[O:15])=[C:10]([Cl:18])[CH:9]=1)([CH3:7])[CH3:6].CCN(CC)CC.[F:27][C:28]1[CH:33]=[CH:32][C:31]([N:34]=[C:35]=[S:36])=[CH:30][C:29]=1[O:37][CH3:38].O. Product: [Cl:18][C:10]1[CH:9]=[C:8]([C:5]([CH3:7])([C:4](=[O:19])[CH2:3][NH:2][C:35]([NH:34][C:31]2[CH:32]=[CH:33][C:28]([F:27])=[C:29]([O:37][CH3:38])[CH:30]=2)=[S:36])[CH3:6])[CH:13]=[CH:12][C:11]=1[S:14]([NH2:17])(=[O:16])=[O:15]. The catalyst class is: 2.